Task: Predict the product of the given reaction.. Dataset: Forward reaction prediction with 1.9M reactions from USPTO patents (1976-2016) (1) Given the reactants [H-].[Na+].[NH2:3][C:4]1[C:9]([C:10]([O:12]CC)=O)=[CH:8][N:7]=[C:6]([S:15][CH3:16])[N:5]=1.[Cl:17][C:18]1[CH:23]=[CH:22][CH:21]=[C:20]([Cl:24])[C:19]=1[N:25]=[C:26]=[O:27].Cl, predict the reaction product. The product is: [Cl:17][C:18]1[CH:23]=[CH:22][CH:21]=[C:20]([Cl:24])[C:19]=1[N:25]1[C:10](=[O:12])[C:9]2[C:4](=[N:5][C:6]([S:15][CH3:16])=[N:7][CH:8]=2)[NH:3][C:26]1=[O:27]. (2) Given the reactants [NH2:1][C:2]1[CH:7]=[CH:6][C:5]([Cl:8])=[CH:4][C:3]=1[OH:9].Br[CH2:11][C:12]([C:14]1[CH:19]=[CH:18][C:17]([C:20]([F:23])([F:22])[F:21])=[CH:16][CH:15]=1)=O, predict the reaction product. The product is: [Cl:8][C:5]1[CH:6]=[CH:7][C:2]2[N:1]=[C:12]([C:14]3[CH:15]=[CH:16][C:17]([C:20]([F:21])([F:22])[F:23])=[CH:18][CH:19]=3)[CH2:11][O:9][C:3]=2[CH:4]=1. (3) Given the reactants [NH:1]1[C:9]2[C:4](=[CH:5][CH:6]=[C:7]([C:10]#[C:11][C:12]3[CH:31]=[CH:30][C:15]4[NH:16][C:17]([NH:19][C:20]5[CH:25]=[CH:24][CH:23]=[CH:22][C:21]=5[C:26]([F:29])([F:28])[F:27])=[N:18][C:14]=4[CH:13]=3)[CH:8]=2)[CH:3]=[N:2]1, predict the reaction product. The product is: [NH:1]1[C:9]2[C:4](=[CH:5][CH:6]=[C:7]([CH2:10][CH2:11][C:12]3[CH:31]=[CH:30][C:15]4[NH:16][C:17]([NH:19][C:20]5[CH:25]=[CH:24][CH:23]=[CH:22][C:21]=5[C:26]([F:29])([F:27])[F:28])=[N:18][C:14]=4[CH:13]=3)[CH:8]=2)[CH:3]=[N:2]1. (4) Given the reactants [NH2:1][C:2]1[CH:7]=[CH:6][C:5]([NH2:8])=[CH:4][C:3]=1[S:9]([NH2:12])(=[O:11])=[O:10].N1C=CC=CC=1.[CH3:19][S:20](Cl)(=[O:22])=[O:21], predict the reaction product. The product is: [NH2:1][C:2]1[CH:7]=[CH:6][C:5]([NH:8][S:20]([CH3:19])(=[O:22])=[O:21])=[CH:4][C:3]=1[S:9]([NH2:12])(=[O:10])=[O:11]. (5) Given the reactants Cl[C:2]1[C:11]2[C:6](=[CH:7][C:8]([O:14][CH2:15][CH2:16][CH2:17][N:18]3[CH2:23][CH2:22][O:21][CH2:20][CH2:19]3)=[C:9]([O:12][CH3:13])[CH:10]=2)[N:5]=[CH:4][N:3]=1.[CH3:24][N:25]1[C:33]2[C:28](=[CH:29][C:30]([OH:34])=[CH:31][CH:32]=2)[CH:27]=[C:26]1[CH3:35], predict the reaction product. The product is: [CH3:24][N:25]1[C:33]2[C:28](=[CH:29][C:30]([O:34][C:2]3[C:11]4[C:6](=[CH:7][C:8]([O:14][CH2:15][CH2:16][CH2:17][N:18]5[CH2:23][CH2:22][O:21][CH2:20][CH2:19]5)=[C:9]([O:12][CH3:13])[CH:10]=4)[N:5]=[CH:4][N:3]=3)=[CH:31][CH:32]=2)[CH:27]=[C:26]1[CH3:35]. (6) The product is: [Cl:14][C:15]1[CH:20]=[CH:19][C:18]([NH:21][C:22](=[O:29])[CH2:23][S:24][CH2:25][C:26](=[O:27])[NH:10][C:9]2[CH:11]=[CH:12][CH:13]=[C:7]([C:4]3[CH:5]=[CH:6][N:1]=[CH:2][CH:3]=3)[CH:8]=2)=[C:17]([CH:16]=1)[C:30]([OH:32])=[O:31]. Given the reactants [N:1]1[CH:6]=[CH:5][C:4]([C:7]2[CH:8]=[C:9]([CH:11]=[CH:12][CH:13]=2)[NH2:10])=[CH:3][CH:2]=1.[Cl:14][C:15]1[CH:20]=[CH:19][C:18]([NH:21][C:22](=[O:29])[CH2:23][S:24][CH2:25][C:26](O)=[O:27])=[C:17]([C:30]([O:32]C)=[O:31])[CH:16]=1, predict the reaction product. (7) Given the reactants [CH3:1][CH:2]([N:4]1[C:11](=[O:12])[CH2:10][CH2:9][C@H:5]1[C:6]([OH:8])=O)[CH3:3].Cl.CN(C)CCCN=C=NCC.ON1C2C=CC=CC=2N=N1.C(N1CCOCC1)C.[Cl:43][C:44]1[C:49]([C:50]([F:53])([F:52])[F:51])=[CH:48][CH:47]=[CH:46][C:45]=1[CH2:54][NH2:55].C(=O)([O-])O.[Na+], predict the reaction product. The product is: [Cl:43][C:44]1[C:49]([C:50]([F:52])([F:53])[F:51])=[CH:48][CH:47]=[CH:46][C:45]=1[CH2:54][NH:55][C:6](=[O:8])[C@@H:5]1[CH2:9][CH2:10][C:11](=[O:12])[N:4]1[CH:2]([CH3:1])[CH3:3]. (8) Given the reactants [N+]([C:4]1C=C([N+]([O-])=O)C=C([N+]([O-])=O)[C:5]=1[S:16](O)(=O)=O)([O-])=O.S([O-])(O[CH2:24]CCCCCCCCCCC)(=O)=O.[Na+].Cl.[NH2:39][CH2:40][C:41]([OH:43])=[O:42], predict the reaction product. The product is: [NH2:39][C@H:40]([C:41]([OH:43])=[O:42])[CH2:4][CH2:5][S:16][CH3:24]. (9) Given the reactants [CH2:1]([NH:3][C:4]([C:6]1[C:14]2[C:9](=[N:10][CH:11]=[C:12](Br)[N:13]=2)[N:8](COCC[Si](C)(C)C)[CH:7]=1)=[O:5])[CH3:2].C(NC(C1C2C(=NC=C(Br)N=2)N(COCC[Si](C)(C)C)C=1)=O)(C)C.[C:48]1([OH:58])[C:57]2[C:52](=[CH:53][CH:54]=[CH:55][CH:56]=2)[CH:51]=[CH:50][CH:49]=1.C(C1C=C(O)C=CC=1)#N, predict the reaction product. The product is: [CH2:1]([NH:3][C:4]([C:6]1[C:14]2[C:9](=[N:10][CH:11]=[C:12]([O:58][C:48]3[C:57]4[C:52](=[CH:53][CH:54]=[CH:55][CH:56]=4)[CH:51]=[CH:50][CH:49]=3)[N:13]=2)[NH:8][CH:7]=1)=[O:5])[CH3:2].